Dataset: NCI-60 drug combinations with 297,098 pairs across 59 cell lines. Task: Regression. Given two drug SMILES strings and cell line genomic features, predict the synergy score measuring deviation from expected non-interaction effect. (1) Drug 1: CNC(=O)C1=CC=CC=C1SC2=CC3=C(C=C2)C(=NN3)C=CC4=CC=CC=N4. Drug 2: COC1=CC(=CC(=C1O)OC)C2C3C(COC3=O)C(C4=CC5=C(C=C24)OCO5)OC6C(C(C7C(O6)COC(O7)C8=CC=CS8)O)O. Cell line: SK-MEL-28. Synergy scores: CSS=2.39, Synergy_ZIP=-5.77, Synergy_Bliss=-5.20, Synergy_Loewe=-21.1, Synergy_HSA=-8.16. (2) Drug 1: CC1=C(C(CCC1)(C)C)C=CC(=CC=CC(=CC(=O)O)C)C. Drug 2: CC(C)NC(=O)C1=CC=C(C=C1)CNNC.Cl. Cell line: HCC-2998. Synergy scores: CSS=-1.43, Synergy_ZIP=1.98, Synergy_Bliss=0.0854, Synergy_Loewe=-2.08, Synergy_HSA=-4.48. (3) Drug 1: C1=C(C(=O)NC(=O)N1)F. Drug 2: COCCOC1=C(C=C2C(=C1)C(=NC=N2)NC3=CC=CC(=C3)C#C)OCCOC.Cl. Cell line: SNB-75. Synergy scores: CSS=20.7, Synergy_ZIP=-8.40, Synergy_Bliss=-4.06, Synergy_Loewe=-1.12, Synergy_HSA=-0.679. (4) Drug 1: CC1=C(C=C(C=C1)C(=O)NC2=CC(=CC(=C2)C(F)(F)F)N3C=C(N=C3)C)NC4=NC=CC(=N4)C5=CN=CC=C5. Drug 2: C1CCC(C(C1)N)N.C(=O)(C(=O)[O-])[O-].[Pt+4]. Cell line: NCI/ADR-RES. Synergy scores: CSS=17.9, Synergy_ZIP=-6.27, Synergy_Bliss=-2.37, Synergy_Loewe=-0.379, Synergy_HSA=-0.326. (5) Drug 1: CC1=CC2C(CCC3(C2CCC3(C(=O)C)OC(=O)C)C)C4(C1=CC(=O)CC4)C. Drug 2: C1CCC(C(C1)N)N.C(=O)(C(=O)[O-])[O-].[Pt+4]. Cell line: SK-MEL-28. Synergy scores: CSS=0.946, Synergy_ZIP=0.769, Synergy_Bliss=-0.564, Synergy_Loewe=-9.45, Synergy_HSA=-4.66. (6) Drug 1: CC1C(C(CC(O1)OC2CC(OC(C2O)C)OC3=CC4=CC5=C(C(=O)C(C(C5)C(C(=O)C(C(C)O)O)OC)OC6CC(C(C(O6)C)O)OC7CC(C(C(O7)C)O)OC8CC(C(C(O8)C)O)(C)O)C(=C4C(=C3C)O)O)O)O. Drug 2: CC1C(C(CC(O1)OC2CC(CC3=C2C(=C4C(=C3O)C(=O)C5=CC=CC=C5C4=O)O)(C(=O)C)O)N)O. Cell line: UACC-257. Synergy scores: CSS=53.7, Synergy_ZIP=20.6, Synergy_Bliss=17.0, Synergy_Loewe=8.62, Synergy_HSA=18.1. (7) Drug 1: CCCCC(=O)OCC(=O)C1(CC(C2=C(C1)C(=C3C(=C2O)C(=O)C4=C(C3=O)C=CC=C4OC)O)OC5CC(C(C(O5)C)O)NC(=O)C(F)(F)F)O. Drug 2: CC(C)CN1C=NC2=C1C3=CC=CC=C3N=C2N. Cell line: TK-10. Synergy scores: CSS=26.9, Synergy_ZIP=-2.79, Synergy_Bliss=-1.28, Synergy_Loewe=-2.64, Synergy_HSA=-2.84. (8) Drug 1: C1=C(C(=O)NC(=O)N1)N(CCCl)CCCl. Drug 2: COC1=C2C(=CC3=C1OC=C3)C=CC(=O)O2. Cell line: SK-MEL-5. Synergy scores: CSS=0.601, Synergy_ZIP=-9.04, Synergy_Bliss=-9.91, Synergy_Loewe=-13.9, Synergy_HSA=-9.17. (9) Drug 1: CC(C1=C(C=CC(=C1Cl)F)Cl)OC2=C(N=CC(=C2)C3=CN(N=C3)C4CCNCC4)N. Drug 2: CC1C(C(CC(O1)OC2CC(CC3=C2C(=C4C(=C3O)C(=O)C5=C(C4=O)C(=CC=C5)OC)O)(C(=O)C)O)N)O.Cl. Cell line: HOP-62. Synergy scores: CSS=32.6, Synergy_ZIP=7.75, Synergy_Bliss=6.84, Synergy_Loewe=-5.50, Synergy_HSA=3.36. (10) Drug 1: CCN(CC)CCCC(C)NC1=C2C=C(C=CC2=NC3=C1C=CC(=C3)Cl)OC. Drug 2: N.N.Cl[Pt+2]Cl. Cell line: NCI-H522. Synergy scores: CSS=78.6, Synergy_ZIP=-5.02, Synergy_Bliss=-1.69, Synergy_Loewe=-4.00, Synergy_HSA=2.03.